Dataset: Reaction yield outcomes from USPTO patents with 853,638 reactions. Task: Predict the reaction yield, written as a fraction of the theoretical maximum amount of product (1.0 means a 100% yield; for example, 0.34 means a 34% yield). (1) The reactants are C(OC(=O)[NH:7][C:8]1([C:12]2[CH:17]=[CH:16][C:15]([C:18]3[C:19]([C:33]4[CH:38]=[CH:37][CH:36]=[CH:35][CH:34]=4)=[CH:20][C:21]4[N:26]([CH2:27][C:28](=[O:30])[CH3:29])[C:25](=[O:31])[CH2:24][O:23][C:22]=4[N:32]=3)=[CH:14][CH:13]=2)[CH2:11][CH2:10][CH2:9]1)(C)(C)C.[H-].[Na+].ClCC(=O)C.[NH4+].[Cl-]. The catalyst is CN(C=O)C. The product is [NH2:7][C:8]1([C:12]2[CH:13]=[CH:14][C:15]([C:18]3[C:19]([C:33]4[CH:34]=[CH:35][CH:36]=[CH:37][CH:38]=4)=[CH:20][C:21]4[N:26]([CH2:27][C:28](=[O:30])[CH3:29])[C:25](=[O:31])[CH2:24][O:23][C:22]=4[N:32]=3)=[CH:16][CH:17]=2)[CH2:11][CH2:10][CH2:9]1. The yield is 0.600. (2) The reactants are [CH3:1][C:2]1[O:3][C:4]([CH3:10])=[CH:5][C:6]=1[C:7](Cl)=[O:8].[CH3:11][NH:12][CH3:13].O1CCOCC1. The catalyst is C1COCC1. The product is [CH3:11][N:12]([CH3:13])[C:7]([C:6]1[CH:5]=[C:4]([CH3:10])[O:3][C:2]=1[CH3:1])=[O:8]. The yield is 0.800. (3) The reactants are [Cl:1][C:2]1[C:10]([C:11]([F:14])([F:13])[F:12])=[CH:9][C:5]([C:6](=S)[NH2:7])=[CH:4][C:3]=1[C:15]([F:18])([F:17])[F:16].O.[NH2:20][NH2:21].[CH:22](O)=O.C([O-])(O)=O.[Na+]. The catalyst is CN(C=O)C. The product is [Cl:1][C:2]1[C:10]([C:11]([F:14])([F:13])[F:12])=[CH:9][C:5]([C:6]2[N:7]=[CH:22][NH:21][N:20]=2)=[CH:4][C:3]=1[C:15]([F:18])([F:17])[F:16]. The yield is 0.360. (4) The yield is 0.750. The catalyst is O. The product is [Cl:11][C:12]([F:38])([F:39])[CH2:13][CH2:14][S:15]([CH:18]([C:29]1[C:34]([F:35])=[CH:33][CH:32]=[C:31]([F:36])[C:30]=1[F:37])[C:19]1[C:20]([CH3:28])=[CH:21][C:22]([C:25]([NH:27][CH2:5][OH:6])=[O:26])=[N:23][CH:24]=1)(=[O:17])=[O:16]. The reactants are C=O.[OH-].[Na+].[CH3:5][O:6]CCOC.[Cl:11][C:12]([F:39])([F:38])[CH2:13][CH2:14][S:15]([CH:18]([C:29]1[C:34]([F:35])=[CH:33][CH:32]=[C:31]([F:36])[C:30]=1[F:37])[C:19]1[C:20]([CH3:28])=[CH:21][C:22]([C:25]([NH2:27])=[O:26])=[N:23][CH:24]=1)(=[O:17])=[O:16].